Dataset: Forward reaction prediction with 1.9M reactions from USPTO patents (1976-2016). Task: Predict the product of the given reaction. (1) Given the reactants [CH3:1][C:2]1[NH:3][C:4](=[O:26])[C@@H:5]([CH2:18][C:19]([O:21]C(C)(C)C)=[O:20])[N:6]([S:8]([C:11]2[CH:17]=[CH:16][C:14]([CH3:15])=[CH:13][CH:12]=2)(=[O:10])=[O:9])[CH:7]=1.C(O)(C(F)(F)F)=O, predict the reaction product. The product is: [CH3:1][C:2]1[NH:3][C:4](=[O:26])[C@@H:5]([CH2:18][C:19]([OH:21])=[O:20])[N:6]([S:8]([C:11]2[CH:17]=[CH:16][C:14]([CH3:15])=[CH:13][CH:12]=2)(=[O:10])=[O:9])[CH:7]=1. (2) The product is: [CH2:8]([O:5][C:3](=[O:4])/[C:2](/[CH:1]=[O:7])=[CH:16]\[N:17]([CH3:20])[CH3:18])[CH3:9]. Given the reactants [C:1]([OH:7])(=O)[CH2:2][C:3]([OH:5])=[O:4].[CH2:8]([K])[CH3:9].P(Cl)(Cl)(Cl)=O.[CH3:16][N:17]([CH3:20])[CH:18]=O, predict the reaction product. (3) Given the reactants [N:1]([CH2:4][C:5]1[CH:14]=[CH:13][C:8]([C:9]([O:11][CH3:12])=[O:10])=[C:7]([OH:15])[CH:6]=1)=[N+]=[N-].[ClH:16].[H][H], predict the reaction product. The product is: [ClH:16].[NH2:1][CH2:4][C:5]1[CH:14]=[CH:13][C:8]([C:9]([O:11][CH3:12])=[O:10])=[C:7]([OH:15])[CH:6]=1.